This data is from Full USPTO retrosynthesis dataset with 1.9M reactions from patents (1976-2016). The task is: Predict the reactants needed to synthesize the given product. Given the product [F:33][C:34]1[CH:42]=[CH:41][C:37]([C:38]([N:1]([C:38](=[O:39])[C:37]2[CH:41]=[CH:42][C:34]([F:33])=[CH:35][CH:36]=2)[C:2]2[N:6]([C@H:7]3[CH2:12][CH2:11][C@@H:10]([C:13](=[O:14])[NH:15][CH:16]([CH3:18])[CH3:17])[CH2:9][CH2:8]3)[C:5]3[CH:19]=[C:20]([O:23][CH2:24][C:25]4[CH:30]=[CH:29][C:28]([O:31][CH3:32])=[CH:27][CH:26]=4)[CH:21]=[CH:22][C:4]=3[N:3]=2)=[O:39])=[CH:36][CH:35]=1, predict the reactants needed to synthesize it. The reactants are: [NH2:1][C:2]1[N:6]([C@@H:7]2[CH2:12][CH2:11][C@H:10]([C:13]([NH:15][CH:16]([CH3:18])[CH3:17])=[O:14])[CH2:9][CH2:8]2)[C:5]2[CH:19]=[C:20]([O:23][CH2:24][C:25]3[CH:30]=[CH:29][C:28]([O:31][CH3:32])=[CH:27][CH:26]=3)[CH:21]=[CH:22][C:4]=2[N:3]=1.[F:33][C:34]1[CH:42]=[CH:41][C:37]([C:38](Cl)=[O:39])=[CH:36][CH:35]=1.